From a dataset of Forward reaction prediction with 1.9M reactions from USPTO patents (1976-2016). Predict the product of the given reaction. (1) Given the reactants C([O:3][C:4]([C:6]1[N:7]=[CH:8][NH:9][C:10]=1[CH2:11][CH2:12][CH3:13])=[O:5])C.[ClH:14], predict the reaction product. The product is: [ClH:14].[CH2:11]([C:10]1[NH:9][CH:8]=[N:7][C:6]=1[C:4]([OH:5])=[O:3])[CH2:12][CH3:13]. (2) The product is: [ClH:1].[Cl:1][C:2]1[C:7]([C:8]2[N:12]([S:13]([C:16]3[CH:21]=[CH:20][CH:19]=[CH:18][CH:17]=3)(=[O:15])=[O:14])[CH:11]=[C:10]([CH2:22][NH:23][CH3:24])[CH:9]=2)=[CH:6][CH:5]=[CH:4][N:3]=1. Given the reactants [Cl:1][C:2]1[C:7]([C:8]2[N:12]([S:13]([C:16]3[CH:21]=[CH:20][CH:19]=[CH:18][CH:17]=3)(=[O:15])=[O:14])[CH:11]=[C:10]([CH2:22][N:23](C)[C:24](=O)OC(C)(C)C)[CH:9]=2)=[CH:6][CH:5]=[CH:4][N:3]=1.C(OCC)(=O)C.Cl, predict the reaction product.